Dataset: CYP2C19 inhibition data for predicting drug metabolism from PubChem BioAssay. Task: Regression/Classification. Given a drug SMILES string, predict its absorption, distribution, metabolism, or excretion properties. Task type varies by dataset: regression for continuous measurements (e.g., permeability, clearance, half-life) or binary classification for categorical outcomes (e.g., BBB penetration, CYP inhibition). Dataset: cyp2c19_veith. (1) The result is 0 (non-inhibitor). The compound is N#C[C@H](C(=O)O)C(c1c(Cl)cccc1Cl)[C@H](C#N)C(=O)O. (2) The drug is O=S(=O)(N/N=C\C=C\c1ccccc1)c1ccc(Br)cc1. The result is 1 (inhibitor). (3) The molecule is Cc1ccc(S(=O)CCCS(=O)c2ccc(C)cc2)cc1. The result is 0 (non-inhibitor). (4) The drug is Brc1ccc(-c2nnc(-c3ccccc3)c(N3CCSCC3)n2)cc1. The result is 1 (inhibitor). (5) The compound is COC(=O)[C@@]1(Cc2ccccc2)[C@H]2c3cc(C(=O)N(C)C)n(Cc4ccc(O)c(OC)c4)c3C[C@H]2CN1C(=O)c1ccccc1. The result is 1 (inhibitor).